This data is from Full USPTO retrosynthesis dataset with 1.9M reactions from patents (1976-2016). The task is: Predict the reactants needed to synthesize the given product. (1) The reactants are: [Cl:1][C:2]1[CH:3]=[C:4]([C:9]2[CH:18]=[C:17]([C:19](O)=[O:20])[C:16]3[C:11](=[CH:12][CH:13]=[CH:14][CH:15]=3)[N:10]=2)[CH:5]=[CH:6][C:7]=1[Cl:8].[NH2:22][C:23]1[CH:28]=[CH:27][CH:26]=[C:25]([F:29])[N:24]=1.C(N(CC)CC)C.CCCP1(OP(CCC)(=O)OP(CCC)(=O)O1)=O. Given the product [F:29][C:25]1[N:24]=[C:23]([NH:22][C:19]([C:17]2[C:16]3[C:11](=[CH:12][CH:13]=[CH:14][CH:15]=3)[N:10]=[C:9]([C:4]3[CH:5]=[CH:6][C:7]([Cl:8])=[C:2]([Cl:1])[CH:3]=3)[CH:18]=2)=[O:20])[CH:28]=[CH:27][CH:26]=1, predict the reactants needed to synthesize it. (2) Given the product [O:1]=[C:2]1[C:11]2[C:6](=[CH:7][CH:8]=[CH:9][CH:10]=2)[C:5]([CH2:12][C:13]2[CH:14]=[C:15]([CH:19]=[CH:20][CH:21]=2)[C:16]([N:22]2[CH2:23][CH2:24][CH:25]([C:26]([OH:28])=[O:27])[CH2:31][CH2:32]2)=[O:17])=[N:4][NH:3]1, predict the reactants needed to synthesize it. The reactants are: [O:1]=[C:2]1[C:11]2[C:6](=[CH:7][CH:8]=[CH:9][CH:10]=2)[C:5]([CH2:12][C:13]2[CH:14]=[C:15]([CH:19]=[CH:20][CH:21]=2)[C:16](O)=[O:17])=[N:4][NH:3]1.[NH:22]1[CH2:32][CH2:31][CH:25]([C:26]([O:28]CC)=[O:27])[CH2:24][CH2:23]1.F[P-](F)(F)(F)(F)F.N1(OC(N(C)C)=[N+](C)C)C2C=CC=CC=2N=N1.C(N(CC)C(C)C)(C)C.[OH-].[Na+]. (3) Given the product [Cl:16][C:9]1[CH:10]=[N+:11]([O-:15])[CH:12]=[C:13]([Cl:14])[C:8]=1[CH2:7][C@@H:6]([C:17]1[CH:22]=[CH:21][C:20]([O:23][CH:24]([F:26])[F:25])=[C:19]([O:27][CH2:28][CH:29]2[CH2:31][CH2:30]2)[CH:18]=1)[O:5][C:3](=[O:4])[CH2:2][N:40]1[C:39]([CH3:50])([CH3:38])[C:43]2[CH:44]=[CH:45][CH:46]=[CH:47][C:42]=2[S:41]1(=[O:48])=[O:49], predict the reactants needed to synthesize it. The reactants are: Br[CH2:2][C:3]([O:5][C@H:6]([C:17]1[CH:22]=[CH:21][C:20]([O:23][CH:24]([F:26])[F:25])=[C:19]([O:27][CH2:28][CH:29]2[CH2:31][CH2:30]2)[CH:18]=1)[CH2:7][C:8]1[C:13]([Cl:14])=[CH:12][N+:11]([O-:15])=[CH:10][C:9]=1[Cl:16])=[O:4].C([O-])([O-])=O.[K+].[K+].[CH3:38][C:39]1([CH3:50])[C:43]2[CH:44]=[CH:45][CH:46]=[CH:47][C:42]=2[S:41](=[O:49])(=[O:48])[NH:40]1.